From a dataset of Forward reaction prediction with 1.9M reactions from USPTO patents (1976-2016). Predict the product of the given reaction. (1) Given the reactants [CH3:1][S:2][CH2:3][C:4]1[CH:5]=[CH:6][CH:7]=[C:8]2[C:12]=1[NH:11][CH:10]=[CH:9]2.[Cl:13][C:14]1[CH:19]=[CH:18][C:17]([CH:20]([C:22]2[CH:27]=[CH:26][C:25]([F:28])=[CH:24][C:23]=2[F:29])O)=[C:16]([F:30])[CH:15]=1.FC1C=CC(C(C2C=CC(F)=CC=2)C2C3C(=C(CSC)C=CC=3)NC=2)=CC=1.FC(F)(F)C(O)=O, predict the reaction product. The product is: [Cl:13][C:14]1[CH:19]=[CH:18][C:17]([CH:20]([C:22]2[CH:27]=[CH:26][C:25]([F:28])=[CH:24][C:23]=2[F:29])[C:9]2[C:8]3[C:12](=[C:4]([CH2:3][S:2][CH3:1])[CH:5]=[CH:6][CH:7]=3)[NH:11][CH:10]=2)=[C:16]([F:30])[CH:15]=1. (2) The product is: [CH2:20]([O:21][C:2]([C:3]1[CH:4]=[C:5]([NH2:6])[N:17]([C:11]2[CH:16]=[CH:15][CH:14]=[CH:13][CH:12]=2)[N:18]=1)([CH3:9])[CH3:8])[CH3:19]. Given the reactants F[C:2]([CH3:9])([CH3:8])[C:3](=O)[CH2:4][C:5]#[N:6].Cl.[C:11]1([NH:17][NH2:18])[CH:16]=[CH:15][CH:14]=[CH:13][CH:12]=1.[CH3:19][CH2:20][OH:21], predict the reaction product. (3) Given the reactants COC1C=CC(C[NH:8][CH2:9][C:10]2[C:11]([C:21]3[C:26]([O:27][CH3:28])=[CH:25][CH:24]=[CH:23][C:22]=3[F:29])=[N:12][C:13]3[C:18]([CH:19]=2)=[CH:17][CH:16]=[CH:15][C:14]=3[CH3:20])=CC=1.[N+]([O-])([O-])=O.[Ce+4].[NH4+].[N+]([O-])([O-])=O.[N+]([O-])([O-])=O.[N+]([O-])([O-])=O.[N+]([O-])([O-])=O, predict the reaction product. The product is: [F:29][C:22]1[CH:23]=[CH:24][CH:25]=[C:26]([O:27][CH3:28])[C:21]=1[C:11]1[C:10]([CH2:9][NH2:8])=[CH:19][C:18]2[C:13](=[C:14]([CH3:20])[CH:15]=[CH:16][CH:17]=2)[N:12]=1. (4) Given the reactants [Cl:1][C:2]1[C:3]([N+:17]([O-:19])=[O:18])=[CH:4][C:5]2[O:10][CH2:9][C:8](=[O:11])[N:7]([CH2:12][CH2:13][CH2:14]Cl)[C:6]=2[CH:16]=1.C([O-])([O-])=O.[K+].[K+].[Na+].[I-].[CH2:28]([CH:32]1[CH2:37][CH2:36][NH:35][CH2:34][CH2:33]1)[CH2:29][CH2:30][CH3:31], predict the reaction product. The product is: [CH2:28]([CH:32]1[CH2:37][CH2:36][N:35]([CH2:14][CH2:13][CH2:12][N:7]2[C:6]3[CH:16]=[C:2]([Cl:1])[C:3]([N+:17]([O-:19])=[O:18])=[CH:4][C:5]=3[O:10][CH2:9][C:8]2=[O:11])[CH2:34][CH2:33]1)[CH2:29][CH2:30][CH3:31]. (5) The product is: [Br:1][C:2]1[C:3]([CH3:28])=[CH:4][C:5]2[N:6]([CH:8]=[C:9]([C:11]3[CH:12]=[CH:13][C:14]([O:17][CH2:18][CH2:19][OH:20])=[CH:15][CH:16]=3)[N:10]=2)[CH:7]=1. Given the reactants [Br:1][C:2]1[C:3]([CH3:28])=[CH:4][C:5]2[N:6]([CH:8]=[C:9]([C:11]3[CH:16]=[CH:15][C:14]([O:17][CH2:18][CH2:19][O:20][Si](C(C)(C)C)(C)C)=[CH:13][CH:12]=3)[N:10]=2)[CH:7]=1.[F-].C([N+](CCCC)(CCCC)CCCC)CCC.[Cl-].[NH4+], predict the reaction product.